Predict the reaction yield, written as a fraction of the theoretical maximum amount of product (1.0 means a 100% yield; for example, 0.34 means a 34% yield). From a dataset of Reaction yield outcomes from USPTO patents with 853,638 reactions. (1) The reactants are [OH:1]OS([O-])=O.[K+].[CH3:7][C:8]1([CH2:12][S:13][CH2:14][C:15]2([CH3:19])[CH2:18][O:17][CH2:16]2)[CH2:11][O:10][CH2:9]1.[OH2:20]. The catalyst is CO. The product is [S:13]([CH2:12][C:8]1([CH3:7])[CH2:11][O:10][CH2:9]1)([CH2:14][C:15]1([CH3:19])[CH2:16][O:17][CH2:18]1)(=[O:1])=[O:20]. The yield is 0.960. (2) The reactants are [Cl:1][C:2]1[CH:3]=[C:4]([CH:9]=[O:10])[CH:5]=[N:6][C:7]=1Cl.[OH:11][C:12]1[CH:20]=[CH:19][C:15]([C:16]([NH2:18])=[O:17])=[CH:14][CH:13]=1.C(=O)([O-])[O-].[K+].[K+]. The catalyst is C1(C)C=CC=CC=1.CC(N(C)C)=O. The product is [Cl:1][C:2]1[C:7]([O:11][C:12]2[CH:20]=[CH:19][C:15]([C:16]([NH2:18])=[O:17])=[CH:14][CH:13]=2)=[N:6][CH:5]=[C:4]([CH:9]=[O:10])[CH:3]=1. The yield is 0.510. (3) The reactants are [C:1]1([CH:7]([NH:19][C:20]2[CH:25]=[CH:24][CH:23]=[CH:22][CH:21]=2)[C:8]([O:10][C@H:11]2[CH:16]3[CH2:17][CH2:18][N:13]([CH2:14][CH2:15]3)[CH2:12]2)=[O:9])[CH:6]=[CH:5][CH:4]=[CH:3][CH:2]=1.[Cl:26][CH2:27][C:28]([C:30]1[CH:35]=[CH:34][CH:33]=[CH:32][CH:31]=1)=[O:29]. The catalyst is CCOC(C)=O. The product is [Cl-:26].[O:29]=[C:28]([C:30]1[CH:35]=[CH:34][CH:33]=[CH:32][CH:31]=1)[CH2:27][N+:13]12[CH2:14][CH2:15][CH:16]([CH2:17][CH2:18]1)[C@H:11]([O:10][C:8](=[O:9])[CH:7]([C:1]1[CH:2]=[CH:3][CH:4]=[CH:5][CH:6]=1)[NH:19][C:20]1[CH:25]=[CH:24][CH:23]=[CH:22][CH:21]=1)[CH2:12]2. The yield is 0.650.